From a dataset of Full USPTO retrosynthesis dataset with 1.9M reactions from patents (1976-2016). Predict the reactants needed to synthesize the given product. (1) Given the product [Br:24][C:25]1[CH:26]=[C:27]2[N:33]=[C:3]([CH:2]([CH3:6])[CH3:1])[N:5]([CH3:7])[C:28]2=[N:29][CH:30]=1, predict the reactants needed to synthesize it. The reactants are: [CH3:1][CH:2]([CH3:6])[C:3]([NH2:5])=O.[CH2:7]1COCC1.F[B-](F)(F)F.C([O+](CC)CC)C.[Br:24][C:25]1[CH:26]=[C:27]([NH2:33])[C:28](NC)=[N:29][CH:30]=1. (2) Given the product [CH2:29]([C:28]1[N:12]([NH:13][C:14](=[O:15])[O:16][C:17]([CH3:20])([CH3:19])[CH3:18])[C:11]2[C:10]3[CH:9]=[CH:8][CH:7]=[CH:6][C:5]=3[N:4]=[CH:3][C:2]=2[N:1]=1)[CH2:30][CH2:31][CH3:32], predict the reactants needed to synthesize it. The reactants are: [NH2:1][C:2]1[CH:3]=[N:4][C:5]2[C:10]([C:11]=1[NH:12][NH:13][C:14]([O:16][C:17]([CH3:20])([CH3:19])[CH3:18])=[O:15])=[CH:9][CH:8]=[CH:7][CH:6]=2.C(N(CC)CC)C.[C:28](Cl)(=O)[CH2:29][CH2:30][CH2:31][CH3:32]. (3) The reactants are: [CH3:1][N:2]1[CH2:7][CH2:6][N:5]([C:8]2[C:16]3[C:11](=[CH:12][C:13]([C:17]([O-:19])=O)=[CH:14][CH:15]=3)[NH:10][N:9]=2)[CH2:4][CH2:3]1.[Li+].C(Cl)CCl.C1C=CC2N(O)N=NC=2C=1.CCN(CC)CC.[CH2:42]([NH2:49])[C:43]1[CH:48]=[CH:47][CH:46]=[CH:45][CH:44]=1. Given the product [CH2:42]([NH:49][C:17]([C:13]1[CH:12]=[C:11]2[C:16]([C:8]([N:5]3[CH2:4][CH2:3][N:2]([CH3:1])[CH2:7][CH2:6]3)=[N:9][NH:10]2)=[CH:15][CH:14]=1)=[O:19])[C:43]1[CH:48]=[CH:47][CH:46]=[CH:45][CH:44]=1, predict the reactants needed to synthesize it. (4) Given the product [CH3:1][C:2]1[CH:7]=[CH:6][C:5]([S:8]([O:11][CH2:12][CH:13]2[CH2:17][C:16]3[C:18]([C:25]4[CH:26]=[CH:27][CH:28]=[CH:29][C:24]=4[CH3:23])=[CH:19][CH:20]=[CH:21][C:15]=3[O:14]2)(=[O:10])=[O:9])=[CH:4][CH:3]=1, predict the reactants needed to synthesize it. The reactants are: [CH3:1][C:2]1[CH:7]=[CH:6][C:5]([S:8]([O:11][CH2:12][CH:13]2[CH2:17][C:16]3[C:18](Br)=[CH:19][CH:20]=[CH:21][C:15]=3[O:14]2)(=[O:10])=[O:9])=[CH:4][CH:3]=1.[CH3:23][C:24]1[CH:29]=[CH:28][CH:27]=[CH:26][C:25]=1B(O)O.C(=O)([O-])[O-].[K+].[K+].CC1C=CC(S(OCC2CC3C(C4C=CC=CC=4)=CC=CC=3O2)(=O)=O)=CC=1. (5) Given the product [C:23]1([C:20]2[CH:19]=[C:18]([CH2:17][N:7]3[C:8]4[C:4](=[C:3]([C:2]([F:14])([F:1])[F:15])[C:11]([C:12]#[N:13])=[CH:10][CH:9]=4)[CH:5]=[CH:6]3)[O:22][N:21]=2)[CH:24]=[CH:25][CH:26]=[CH:27][CH:28]=1, predict the reactants needed to synthesize it. The reactants are: [F:1][C:2]([F:15])([F:14])[C:3]1[C:11]([C:12]#[N:13])=[CH:10][CH:9]=[C:8]2[C:4]=1[CH:5]=[CH:6][NH:7]2.Cl[CH2:17][C:18]1[O:22][N:21]=[C:20]([C:23]2[CH:28]=[CH:27][CH:26]=[CH:25][CH:24]=2)[CH:19]=1.